This data is from Catalyst prediction with 721,799 reactions and 888 catalyst types from USPTO. The task is: Predict which catalyst facilitates the given reaction. (1) Reactant: [Br:1][C:2]1[S:6][C:5]([CH:7]=O)=[CH:4][CH:3]=1.[N+:9]([CH3:12])([O-:11])=[O:10].[OH-].[Na+]. Product: [Br:1][C:2]1[S:6][C:5]([CH:7]=[CH:12][N+:9]([O-:11])=[O:10])=[CH:4][CH:3]=1. The catalyst class is: 8. (2) Reactant: [F:1][C:2]1[CH:7]=[C:6]([F:8])[CH:5]=[CH:4][C:3]=1[C@@:9]1([CH2:13][N:14]2[CH:18]=[N:17][CH:16]=[N:15]2)[C@H:11]([CH3:12])[O:10]1.[CH3:19][C:20]1[CH:21]=[CH:22][C:23]([C:26]2[CH2:27][CH2:28][NH:29][CH2:30][CH:31]=2)=[N:24][CH:25]=1.O.O.O.Cl([O-])(=O)(=O)=O.[Li+]. Product: [F:1][C:2]1[CH:7]=[C:6]([F:8])[CH:5]=[CH:4][C:3]=1[C@:9]([OH:10])([C@H:11]([N:29]1[CH2:30][CH:31]=[C:26]([C:23]2[CH:22]=[CH:21][C:20]([CH3:19])=[CH:25][N:24]=2)[CH2:27][CH2:28]1)[CH3:12])[CH2:13][N:14]1[CH:18]=[N:17][CH:16]=[N:15]1. The catalyst class is: 10. (3) Reactant: [Cl:1][C:2]1[C:7]([C:8]([F:11])([F:10])[F:9])=[CH:6][CH:5]=[CH:4][C:3]=1[C:12]([N:14]1[CH:19]=[CH:18][C:17]2[N:20]([C:23]3[CH:28]=[C:27]([CH3:29])[CH:26]=[C:25]([CH3:30])[N:24]=3)[N:21]=[N:22][C:16]=2[CH:15]1[CH3:31])=[O:13].ClC1C(C(F)(F)F)=CC=CC=1C(N1C=CC2N(C3C(C)=CC(C)=CN=3)N=NC=2C1C)=O.C1COCC1. Product: [Cl:1][C:2]1[C:7]([C:8]([F:10])([F:9])[F:11])=[CH:6][CH:5]=[CH:4][C:3]=1[C:12]([N:14]1[CH2:19][CH2:18][C:17]2[N:20]([C:23]3[CH:28]=[C:27]([CH3:29])[CH:26]=[C:25]([CH3:30])[N:24]=3)[N:21]=[N:22][C:16]=2[CH:15]1[CH3:31])=[O:13]. The catalyst class is: 25. (4) Reactant: [F:1][C:2]1[CH:17]=[CH:16][C:5]([C:6]([N:8]2[CH2:13][CH2:12][CH2:11][C@H:10]([C:14]#[N:15])[CH2:9]2)=[O:7])=[CH:4][CH:3]=1.[NH2:18][OH:19]. Product: [F:1][C:2]1[CH:17]=[CH:16][C:5]([C:6]([N:8]2[CH2:13][CH2:12][CH2:11][C@H:10]([C:14]([NH:18][OH:19])=[NH:15])[CH2:9]2)=[O:7])=[CH:4][CH:3]=1. The catalyst class is: 8. (5) Reactant: [C:1]([NH:8][CH:9]1[CH2:17][C:16]2[C:11](=[CH:12][CH:13]=[C:14]([OH:18])[CH:15]=2)[CH2:10]1)([O:3][C:4]([CH3:7])([CH3:6])[CH3:5])=[O:2].Cl[C:20]1[CH:28]=[CH:27][C:23]([C:24]([NH2:26])=[O:25])=[CH:22][N:21]=1.C([O-])([O-])=O.[K+].[K+].CC(N(C)C)=O. Product: [C:4]([O:3][C:1](=[O:2])[NH:8][CH:9]1[CH2:17][C:16]2[C:11](=[CH:12][CH:13]=[C:14]([O:18][C:20]3[CH:28]=[CH:27][C:23]([C:24](=[O:25])[NH2:26])=[CH:22][N:21]=3)[CH:15]=2)[CH2:10]1)([CH3:7])([CH3:6])[CH3:5]. The catalyst class is: 11. (6) Reactant: [C:1]([C:3]1[CH:4]=[CH:5][C:6]([O:12][CH2:13][C:14]2[CH:19]=[CH:18][CH:17]=[CH:16][CH:15]=2)=[C:7]([CH:11]=1)[C:8]([OH:10])=O)#[N:2].[N:20]1[CH:25]=[CH:24][CH:23]=[C:22]([NH2:26])[CH:21]=1.C1C=CC2N(O)N=NC=2C=1.C(Cl)CCl. Product: [C:1]([C:3]1[CH:4]=[CH:5][C:6]([O:12][CH2:13][C:14]2[CH:19]=[CH:18][CH:17]=[CH:16][CH:15]=2)=[C:7]([CH:11]=1)[C:8]([NH:26][C:22]1[CH:21]=[N:20][CH:25]=[CH:24][CH:23]=1)=[O:10])#[N:2]. The catalyst class is: 18. (7) Reactant: [CH2:1]([N:8]([CH2:37][C:38]1[CH:43]=[CH:42][CH:41]=[CH:40][CH:39]=1)[CH:9]1[CH2:13][CH:12]([C:14]2[N:18]3[C:19]4[CH:25]=[CH:24][N:23](S(C5C=CC(C)=CC=5)(=O)=O)[C:20]=4[N:21]=[CH:22][C:17]3=[N:16][CH:15]=2)[CH:11]([CH3:36])[CH2:10]1)[C:2]1[CH:7]=[CH:6][CH:5]=[CH:4][CH:3]=1.[OH-].[Na+]. Product: [CH2:37]([N:8]([CH2:1][C:2]1[CH:7]=[CH:6][CH:5]=[CH:4][CH:3]=1)[CH:9]1[CH2:10][CH:11]([CH3:36])[CH:12]([C:14]2[N:18]3[C:19]4[CH:25]=[CH:24][NH:23][C:20]=4[N:21]=[CH:22][C:17]3=[N:16][CH:15]=2)[CH2:13]1)[C:38]1[CH:43]=[CH:42][CH:41]=[CH:40][CH:39]=1. The catalyst class is: 12.